Binary Classification. Given a drug SMILES string, predict its activity (active/inactive) in a high-throughput screening assay against a specified biological target. From a dataset of Orexin1 receptor HTS with 218,158 compounds and 233 confirmed actives. (1) The molecule is S1c2n(c(=O)c3n(CC(=O)NC4CCCC4)c4c(c3n2)cc(F)cc4)CC1. The result is 0 (inactive). (2) The molecule is s1c(c(NC(=O)C2CC2)c(c2ccccc2)c1SCC#N)C#N. The result is 0 (inactive). (3) The compound is OCc1nnn(c1N)c1ccccc1. The result is 0 (inactive). (4) The molecule is OC(CN1CCN(CC1)Cc1cc2OCOc2cc1)COc1ccccc1. The result is 0 (inactive).